This data is from Reaction yield outcomes from USPTO patents with 853,638 reactions. The task is: Predict the reaction yield, written as a fraction of the theoretical maximum amount of product (1.0 means a 100% yield; for example, 0.34 means a 34% yield). The reactants are [NH2:1][C:2]1[CH:7]=[CH:6][C:5]([CH2:8][C:9]([CH3:13])([CH3:12])[CH2:10][OH:11])=[C:4]([C:14]([F:17])([F:16])[F:15])[CH:3]=1.N1C=CN=C1.[CH3:23][C:24]([Si:27](Cl)([CH3:29])[CH3:28])([CH3:26])[CH3:25]. The catalyst is C(Cl)Cl. The product is [Si:27]([O:11][CH2:10][C:9]([CH3:13])([CH3:12])[CH2:8][C:5]1[CH:6]=[CH:7][C:2]([NH2:1])=[CH:3][C:4]=1[C:14]([F:15])([F:16])[F:17])([C:24]([CH3:26])([CH3:25])[CH3:23])([CH3:29])[CH3:28]. The yield is 0.770.